This data is from Forward reaction prediction with 1.9M reactions from USPTO patents (1976-2016). The task is: Predict the product of the given reaction. (1) Given the reactants C(OC([N:8]1[CH2:16][C:15]2[C:14]([F:17])=[C:13]([N:18]3[C@@H:22]4[CH2:23][CH2:24][CH2:25][CH2:26][C@@H:21]4[N:20](C(OC(C)(C)C)=O)C3)[N:12]=[C:11]([C:34]3[CH:35]=[N:36][N:37]([CH3:39])[CH:38]=3)[C:10]=2[C:9]1=[O:40])=O)(C)(C)C.[C:41]([OH:47])([C:43]([F:46])([F:45])[F:44])=[O:42].O.NN.[OH-].[Na+], predict the reaction product. The product is: [F:44][C:43]([F:46])([F:45])[C:41]([OH:47])=[O:42].[NH2:20][C@H:21]1[CH2:26][CH2:25][CH2:24][CH2:23][C@H:22]1[NH:18][C:13]1[N:12]=[C:11]([C:34]2[CH:35]=[N:36][N:37]([CH3:39])[CH:38]=2)[C:10]2[C:9](=[O:40])[NH:8][CH2:16][C:15]=2[C:14]=1[F:17]. (2) Given the reactants [CH2:1]([O:3][C:4]([C:6]1([NH:16][C:17](=[O:36])[C:18]2[CH:23]=[CH:22][C:21]([O:24][CH3:25])=[C:20]([O:26][CH2:27][CH2:28][C:29]3[CH:30]=[C:31]([CH3:35])[CH:32]=[CH:33][CH:34]=3)[CH:19]=2)[CH2:14][C:13]2[C:8](=[CH:9][CH:10]=[CH:11][CH:12]=2)[C:7]1=[O:15])=[O:5])[CH3:2].[BH4-].[Na+].CO, predict the reaction product. The product is: [CH2:1]([O:3][C:4]([C:6]1([NH:16][C:17](=[O:36])[C:18]2[CH:23]=[CH:22][C:21]([O:24][CH3:25])=[C:20]([O:26][CH2:27][CH2:28][C:29]3[CH:30]=[C:31]([CH3:35])[CH:32]=[CH:33][CH:34]=3)[CH:19]=2)[CH2:14][C:13]2[C:8](=[CH:9][CH:10]=[CH:11][CH:12]=2)[CH:7]1[OH:15])=[O:5])[CH3:2].